Dataset: Reaction yield outcomes from USPTO patents with 853,638 reactions. Task: Predict the reaction yield, written as a fraction of the theoretical maximum amount of product (1.0 means a 100% yield; for example, 0.34 means a 34% yield). (1) The product is [Br:1][C:2]1[CH:7]=[C:6]([C:8]([F:17])([C:13]([F:16])([F:15])[F:14])[C:9]([F:12])([F:11])[F:10])[CH:5]=[C:4]([C:18]([F:21])([F:20])[F:19])[C:3]=1[NH:22][C:23](=[O:34])[C:24]1[CH:29]=[CH:28][CH:27]=[C:26]([N+:30]([O-:32])=[O:31])[C:25]=1[F:35]. The catalyst is CN(C=O)C. The yield is 0.200. The reactants are [Br:1][C:2]1[CH:7]=[C:6]([C:8]([F:17])([C:13]([F:16])([F:15])[F:14])[C:9]([F:12])([F:11])[F:10])[CH:5]=[C:4]([C:18]([F:21])([F:20])[F:19])[C:3]=1[NH:22][C:23](=[O:34])[C:24]1[CH:29]=[CH:28][CH:27]=[C:26]([N+:30]([O-:32])=[O:31])[C:25]=1Cl.[F-:35].[K+]. (2) The reactants are [NH2:1][C:2]1[C:3]([C:7]2[NH:26][C:10]3=[CH:11][C:12]4[C:13]([CH2:24][CH3:25])([CH2:22][CH3:23])[C:14](=[O:21])[N:15]([CH:18]([CH3:20])[CH3:19])[C:16]=4[CH:17]=[C:9]3[N:8]=2)=[N:4][NH:5][CH:6]=1.[N:27]1([C:33](Cl)=[O:34])[CH2:32][CH2:31][CH2:30][CH2:29][CH2:28]1. No catalyst specified. The product is [CH2:24]([C:13]1([CH2:22][CH3:23])[C:12]2[CH:11]=[C:10]3[NH:26][C:7]([C:3]4[C:2]([NH:1][C:33]([N:27]5[CH2:32][CH2:31][CH2:30][CH2:29][CH2:28]5)=[O:34])=[CH:6][NH:5][N:4]=4)=[N:8][C:9]3=[CH:17][C:16]=2[N:15]([CH:18]([CH3:20])[CH3:19])[C:14]1=[O:21])[CH3:25]. The yield is 0.150. (3) The reactants are [OH:1][C@H:2]1[CH2:6][CH2:5][CH2:4][C@@H:3]1[C:7]([O:9]C)=O.O.[NH2:12][NH2:13]. The catalyst is CC(O)C. The product is [OH:1][C@H:2]1[CH2:6][CH2:5][CH2:4][C@@H:3]1[C:7]([NH:12][NH2:13])=[O:9]. The yield is 0.630. (4) The reactants are Cl.[N+:2]([C:5]1[CH:10]=[CH:9][CH:8]=[CH:7][C:6]=1[S:11]([N:14]1[CH2:19][CH2:18][NH:17][CH2:16][C:15]1=[O:20])(=[O:13])=[O:12])([O-:4])=[O:3].[N:21]1([CH2:30][C:31](O)=[O:32])[CH:29]=[C:27]([CH3:28])[C:25](=[O:26])[NH:24][C:22]1=[O:23].C1CN([P+](ON2N=NC3C=CC=CC2=3)(N2CCCC2)N2CCCC2)CC1.F[P-](F)(F)(F)(F)F.C(N(CC)C(C)C)(C)C. The catalyst is CN(C=O)C.C(O)C. The product is [N+:2]([C:5]1[CH:10]=[CH:9][CH:8]=[CH:7][C:6]=1[S:11]([N:14]1[CH2:19][CH2:18][N:17]([C:31](=[O:32])[CH2:30][N:21]2[CH:29]=[C:27]([CH3:28])[C:25](=[O:26])[NH:24][C:22]2=[O:23])[CH2:16][C:15]1=[O:20])(=[O:12])=[O:13])([O-:4])=[O:3]. The yield is 0.950. (5) The reactants are [CH:1]([C@@H:4]1[CH2:8][C@@H:7]([CH:9]2[CH2:11][N@@:10]2[S:12]([C:15]2[CH:20]=[CH:19][CH:18]=[CH:17][C:16]=2[N+:21]([O-:23])=[O:22])(=[O:14])=[O:13])[O:6][C:5]1=[O:24])([CH3:3])[CH3:2].[CH3:25][O:26][CH2:27][O:28][C:29]1[CH:34]=[CH:33][CH:32]=[CH:31][C:30]=1[N:35]1[CH2:40][C:39]([CH3:42])([CH3:41])[NH:38][CH2:37][C:36]1=[O:43]. The catalyst is C1(C)C=CC=CC=1. The product is [CH:1]([C@H:4]1[C:5](=[O:24])[O:6][C@H:7]([C@@H:9]([NH:10][S:12]([C:15]2[CH:20]=[CH:19][CH:18]=[CH:17][C:16]=2[N+:21]([O-:23])=[O:22])(=[O:14])=[O:13])[CH2:11][N:38]2[CH2:37][C:36](=[O:43])[N:35]([C:30]3[CH:31]=[CH:32][CH:33]=[CH:34][C:29]=3[O:28][CH2:27][O:26][CH3:25])[CH2:40][C:39]2([CH3:42])[CH3:41])[CH2:8]1)([CH3:3])[CH3:2]. The yield is 0.870. (6) The product is [NH2:1][C:2]1[CH:7]=[C:6]([Cl:8])[CH:5]=[CH:4][C:3]=1[S:9][CH2:14][CH2:13][C:12]([N:11]([CH3:16])[CH3:10])=[O:15]. The catalyst is C(Cl)Cl. The yield is 0.830. The reactants are [NH2:1][C:2]1[CH:7]=[C:6]([Cl:8])[CH:5]=[CH:4][C:3]=1[SH:9].[CH3:10][N:11]([CH3:16])[C:12](=[O:15])[CH:13]=[CH2:14].CC(O)=O. (7) The reactants are [CH2:1]([Mg]Br)[CH2:2][CH2:3][CH3:4].Br[C:8]1[C:12](Br)=[CH:11][S:10][CH:9]=1.O. The catalyst is C(OCC)C.Cl[Ni]1(Cl)[P](C2C=CC=CC=2)(C2C=CC=CC=2)CCC[P]1(C1C=CC=CC=1)C1C=CC=CC=1. The product is [CH2:1]([C:8]1[C:12]([CH2:1][CH2:2][CH2:3][CH3:4])=[CH:11][S:10][CH:9]=1)[CH2:2][CH2:3][CH3:4]. The yield is 0.640. (8) The reactants are [CH3:1][N:2]1[C:6]([CH3:7])=[C:5]([C:8]([OH:10])=[O:9])[C:4](=[O:11])[N:3]1[C:12]1[CH:17]=[CH:16][CH:15]=[CH:14][CH:13]=1.[C:18](Cl)(=O)C(Cl)=O. The catalyst is ClCCl. The product is [CH3:1][N:2]1[C:6]([CH3:7])=[C:5]([C:8]([O:10][CH3:18])=[O:9])[C:4](=[O:11])[N:3]1[C:12]1[CH:17]=[CH:16][CH:15]=[CH:14][CH:13]=1. The yield is 0.770. (9) The reactants are [I:1][C:2]1[CH:3]=[C:4]2[C:8](=[CH:9][CH:10]=1)[NH:7][C:6](=[O:11])[C:5]2=[N:12][NH:13][C:14]([C:16]1[CH:21]=[CH:20][C:19]([NH:22][C:23](=[O:34])[CH2:24][CH2:25][CH2:26][CH2:27][CH2:28][CH2:29][C:30]([O:32]C)=[O:31])=[CH:18][CH:17]=1)=[O:15].[OH-].[Na+]. The catalyst is C1COCC1.O. The product is [I:1][C:2]1[CH:3]=[C:4]2[C:8](=[CH:9][CH:10]=1)[NH:7][C:6](=[O:11])[C:5]2=[N:12][NH:13][C:14]([C:16]1[CH:17]=[CH:18][C:19]([NH:22][C:23](=[O:34])[CH2:24][CH2:25][CH2:26][CH2:27][CH2:28][CH2:29][C:30]([OH:32])=[O:31])=[CH:20][CH:21]=1)=[O:15]. The yield is 0.820.